Predict the reaction yield, written as a fraction of the theoretical maximum amount of product (1.0 means a 100% yield; for example, 0.34 means a 34% yield). From a dataset of Reaction yield outcomes from USPTO patents with 853,638 reactions. (1) The reactants are [F:1][C:2]1[C:10]([CH3:11])=[C:9]([F:12])[C:8]([F:13])=[C:7]([N+:14]([O-:16])=[O:15])[C:3]=1[C:4]([OH:6])=O.S(Cl)(Cl)=O.[CH3:21][N:22]([CH3:30])[CH:23]=[CH:24][C:25]([O:27][CH2:28][CH3:29])=[O:26].C(N(CC)CC)C. The catalyst is O1CCCC1.CN(C)C=O.C1(C)C=CC=CC=1. The product is [F:1][C:2]1[C:10]([CH3:11])=[C:9]([F:12])[C:8]([F:13])=[C:7]([N+:14]([O-:16])=[O:15])[C:3]=1[C:4]([C:24](=[CH:23][N:22]([CH3:30])[CH3:21])[C:25]([O:27][CH2:28][CH3:29])=[O:26])=[O:6]. The yield is 0.544. (2) The reactants are [Cl:1][C:2]1[CH:7]=[CH:6][C:5]([CH2:8][C:9](=O)[CH2:10][C:11]#[N:12])=[CH:4][CH:3]=1.C(N(CC)CC)C.Cl.[C:22]([NH:26][NH2:27])([CH3:25])([CH3:24])[CH3:23]. The catalyst is C(O)C. The product is [C:22]([N:26]1[C:11]([NH2:12])=[CH:10][C:9]([CH2:8][C:5]2[CH:6]=[CH:7][C:2]([Cl:1])=[CH:3][CH:4]=2)=[N:27]1)([CH3:25])([CH3:24])[CH3:23]. The yield is 0.700. (3) The reactants are [NH2:1][C:2]1[N:7]=[CH:6][N:5]=[C:4]2[N:8]([CH:12]([C:14]3[CH:21]=[C:20]([Cl:22])[C:17]([C:18]#[N:19])=[C:16]([CH:23]4[CH2:26][NH:25][CH2:24]4)[C:15]=3[O:27][CH2:28][CH3:29])[CH3:13])[N:9]=[C:10]([CH3:11])[C:3]=12.C(=O)([O-])[O-].[K+].[K+].Br[C:37]([CH3:46])([CH3:45])[C:38]([O:40][C:41]([CH3:44])([CH3:43])[CH3:42])=[O:39].O. The catalyst is CN(C)C=O. The product is [NH2:1][C:2]1[N:7]=[CH:6][N:5]=[C:4]2[N:8]([CH:12]([C:14]3[C:15]([O:27][CH2:28][CH3:29])=[C:16]([CH:23]4[CH2:24][N:25]([C:37]([CH3:46])([CH3:45])[C:38]([O:40][C:41]([CH3:44])([CH3:43])[CH3:42])=[O:39])[CH2:26]4)[C:17]([C:18]#[N:19])=[C:20]([Cl:22])[CH:21]=3)[CH3:13])[N:9]=[C:10]([CH3:11])[C:3]=12. The yield is 0.830. (4) The reactants are [CH2:1]([NH:8][C:9](=[O:32])[CH:10]([N:14]1[C:18]2[CH:19]=[C:20]([F:24])[C:21]([F:23])=[CH:22][C:17]=2[N:16]=[C:15]1[C:25]1[CH:30]=[CH:29][C:28]([Cl:31])=[CH:27][CH:26]=1)[CH:11]1[CH2:13][CH2:12]1)[C:2]1[CH:7]=[CH:6][CH:5]=[CH:4][CH:3]=1.C(O)(=O)C.C(OC(=O)C)(=O)C.[N:44]([O-])=[O:45].[Na+]. No catalyst specified. The product is [CH2:1]([N:8]([N:44]=[O:45])[C:9](=[O:32])[CH:10]([N:14]1[C:18]2[CH:19]=[C:20]([F:24])[C:21]([F:23])=[CH:22][C:17]=2[N:16]=[C:15]1[C:25]1[CH:26]=[CH:27][C:28]([Cl:31])=[CH:29][CH:30]=1)[CH:11]1[CH2:13][CH2:12]1)[C:2]1[CH:3]=[CH:4][CH:5]=[CH:6][CH:7]=1. The yield is 0.530. (5) The reactants are [Cl:1][C:2]1[CH:10]=[CH:9][CH:8]=[C:7]2[C:3]=1[C:4]([C:16](=[O:21])C(F)(F)F)=[CH:5][N:6]2[CH2:11][CH2:12][CH:13]([F:15])[F:14].[OH-:22].[K+]. The catalyst is Cl. The product is [Cl:1][C:2]1[CH:10]=[CH:9][CH:8]=[C:7]2[C:3]=1[C:4]([C:16]([OH:21])=[O:22])=[CH:5][N:6]2[CH2:11][CH2:12][CH:13]([F:14])[F:15]. The yield is 0.754. (6) The reactants are F[C:2]1[N:9]=[CH:8][CH:7]=[C:6]([I:10])[C:3]=1[CH:4]=O.[NH:11]([C:13]1[CH:14]=[C:15]([S:19]([NH2:22])(=[O:21])=[O:20])[CH:16]=[CH:17][CH:18]=1)[NH2:12]. The catalyst is CN1C(=O)CCC1. The product is [I:10][C:6]1[CH:7]=[CH:8][N:9]=[C:2]2[N:11]([C:13]3[CH:14]=[C:15]([S:19]([NH2:22])(=[O:21])=[O:20])[CH:16]=[CH:17][CH:18]=3)[N:12]=[CH:4][C:3]=12. The yield is 0.164. (7) The reactants are [CH3:1][N:2]([CH3:22])[C:3]1[CH:8]=[CH:7][C:6]([C:9]2[C:17]3[C:12](=[CH:13][CH:14]=[CH:15][CH:16]=3)[NH:11][C:10]=2[C:18]([NH:20][NH2:21])=[O:19])=[CH:5][CH:4]=1.[Br:23][C:24]1[CH:31]=[CH:30][C:27]([CH:28]=O)=[CH:26][CH:25]=1. The product is [Br:23][C:24]1[CH:31]=[CH:30][C:27]([CH:28]=[N:21][NH:20][C:18]([C:10]2[NH:11][C:12]3[C:17]([C:9]=2[C:6]2[CH:5]=[CH:4][C:3]([N:2]([CH3:22])[CH3:1])=[CH:8][CH:7]=2)=[CH:16][CH:15]=[CH:14][CH:13]=3)=[O:19])=[CH:26][CH:25]=1. The yield is 0.537. The catalyst is C(O)C. (8) The reactants are [CH2:1]([N:8]([CH2:22][C@@H:23]([OH:26])[CH2:24]Cl)[C:9]1[CH:14]=[CH:13][C:12]([N:15]2[CH2:20][CH2:19][O:18][CH2:17][C:16]2=[O:21])=[CH:11][CH:10]=1)[C:2]1[CH:7]=[CH:6][CH:5]=[CH:4][CH:3]=1.C[N:28](C)C=O.[N-]=[N+]=[N-].[Na+].C1(P(C2C=CC=CC=2)C2C=CC=CC=2)C=CC=CC=1. The catalyst is C1(C)C=CC=CC=1.O. The product is [CH2:1]([N:8]([CH2:22][C@@H:23]([OH:26])[CH2:24][NH2:28])[C:9]1[CH:14]=[CH:13][C:12]([N:15]2[CH2:20][CH2:19][O:18][CH2:17][C:16]2=[O:21])=[CH:11][CH:10]=1)[C:2]1[CH:7]=[CH:6][CH:5]=[CH:4][CH:3]=1. The yield is 0.800.